Predict which catalyst facilitates the given reaction. From a dataset of Catalyst prediction with 721,799 reactions and 888 catalyst types from USPTO. (1) Reactant: [C:1]([N:8]1[CH2:12][CH2:11][CH2:10][C@H:9]1[C:13]#[N:14])([O:3][C:4]([CH3:7])([CH3:6])[CH3:5])=[O:2].[CH3:15][O-:16].[Na+]. Product: [C:4]([O:3][C:1]([N:8]1[CH2:12][CH2:11][CH2:10][C@H:9]1[C:13]([O:16][CH3:15])=[NH:14])=[O:2])([CH3:7])([CH3:6])[CH3:5]. The catalyst class is: 5. (2) Reactant: C([C:4]1[CH:9]=[CH:8][CH:7]=[CH:6][C:5]=1[S:10][C:11]1[CH:12]=[C:13]([C:17]([OH:19])=[O:18])[CH:14]=[CH:15][CH:16]=1)(O)=O.[Br-].[Br-].[Br-].C1([N+](C)(C)C)C=CC=CC=1.C1([N+](C)(C)C)C=CC=CC=1.C1([N+](C)(C)C)C=CC=CC=1.CC(O)[C:55]([O-:57])=[O:56].C1C=CC([Hg+])=CC=1.C(N(CCO)CCO)C[OH:68].OS([O-])=O.[Na+].OS(O)(=O)=O. Product: [C:17]([C:13]1[CH:12]=[C:11]([S:10]([C:5]2[CH:4]=[C:9]([C:55]([OH:57])=[O:56])[CH:8]=[CH:7][CH:6]=2)=[O:68])[CH:16]=[CH:15][CH:14]=1)([OH:19])=[O:18]. The catalyst class is: 17.